Dataset: Human Reference Interactome with 51,813 positive PPI pairs across 8,248 proteins, plus equal number of experimentally-validated negative pairs. Task: Binary Classification. Given two protein amino acid sequences, predict whether they physically interact or not. (1) Protein 1 (ENSG00000162511) has sequence MDPRLSTVRQTCCCFNVRIATTALAIYHVIMSVLLFIEHSVEVAHGKASCKLSQMGYLRIADLISSFLLITMLFIISLSLLIGVVKNREKYLLPFLSLQIMDYLLCLLTLLGSYIELPAYLKLASRSRASSSKFPLMTLQLLDFCLSILTLCSSYMEVPTYLNFKSMNHMNYLPSQEDMPHNQFIKMMIIFSIAFITVLIFKVYMFKCVWRCYRLIKCMNSVEEKRNSKMLQKVVLPSYEEALSLPSKTPEGGPAPPPYSEV*. Protein 2 (ENSG00000068971) has sequence METKLPPASTPTSPSSPGLSPVPPPDKVDGFSRRSLRRARPRRSHSSSQFRYQSNQQELTPLPLLKDVPASELHELLSRKLAQCGVMFDFLDCVADLKGKEVKRAALNELVECVGSTRGVLIEPVYPDIIRMISVNIFRTLPPSENPEFDPEEDEPNLEPSWPHLQLVYEFFLRFLESPDFQPSVAKRYVDQKFVLMLLELFDSEDPREREYLKTILHRVYGKFLGLRAYIRKQCNHIFLRFIYEFEHFNGVAELLEILGSIINGFALPLKTEHKQFLVRVLIPLHSVKSLSVFHAQLAY.... Result: 0 (the proteins do not interact). (2) Protein 1 (ENSG00000172461) has sequence MTSTSKGILRPFLIVCIILGCFMACLLIYIKPTNSWIFSPMESASSVLKMKNFFSTKTDYFNETTILVWVWPFGQTFDLTSCQAMFNIQGCHLTTDRSLYNKSHAVLIHHRDISWDLTNLPQQARPPFQKWIWMNLESPTHTPQKSGIEHLFNLTLTYRRDSDIQVPYGFLTVSTNPFVFEVPSKEKLVCWVVSNWNPEHARVKYYNELSKSIEIHTYGQAFGEYVNDKNLIPTISTCKFYLSFENSIHKDYITEKLYNAFLAGSVPVVLGPSRENYENYIPADSFIHVEDYNSPSELAK.... Protein 2 (ENSG00000188243) has sequence MEASSEPPLDAKSDVSSNLEGEFSVETGYGCELRHLQIS*MEASSEPPLDAKSDVTNQLVDFQWKLGMAVSSDTCRSLKYPYVAVMLKVADHSGQVKTKCFEMTIPQFQPQLLATSSLLSASNFYRQFKEIAAVIETV*MEASSEPPLDAKSDVTNQLVDFQWKLGMAVSSDTCRSLKYPYVAVMLKVADHSGQVKTKCFEMTIPQFQNFYRQFKEIAAVIETV*MKAPLPHPALARRMQIKDCWALIRRQLFEARNTLVDFQWKLGMAVSSDTCRSLKYPYVAVMLKVADHSGQVKTKC.... Result: 0 (the proteins do not interact). (3) Protein 2 (ENSG00000126432) has sequence MGLAGVCALRRSAGYILVGGAGGQSAAAAARRYSEGEWASGGVRSFSRAAAAMAPIKVGDAIPAVEVFEGEPGNKVNLAELFKGKKGVLFGVPGAFTPGCSKTHLPGFVEQAEALKAKGVQVVACLSVNDAFVTGEWGRAHKAEGKVRLLADPTGAFGKETDLLLDDSLVSIFGNRRLKRFSMVVQDGIVKALNVEPDGTGLTCSLAPNIISQL*MGLAGVCALRRSAGYILVGGAGGQSAAAAARRYSEGEWASGGVRSFSRAAAAMAPIKVGDAIPAVEVFEGEPGNKVNLAELFKGK.... Result: 0 (the proteins do not interact). Protein 1 (ENSG00000140941) has sequence MPSEKTFKQRRTFEQRVEDVRLIREQHPTKIPVIIERYKGEKQLPVLDKTKFLVPDHVNMSELIKIIRRRLQLNANQAFFLLVNGHSMVSVSTPISEVYESEKDEDGFLYMVYASQETFGMKLSV*MPSEKTFKQRRTFEQRVEDVRLIREQHPTKIPGGRITVYRKDVRSVQ*MPSEKTFKQRRTFEQRVEDVRLIREQHPTKIPVIIERYKGEKQLPVLDKTKFLVPDHVNMSELIKIIRYSVTFVS*MPSEKTFKQRRTFGECRREGGGCGGAGVRAVEGGRAWDAVRGRGRAGRPS.... (4) Protein 1 (ENSG00000145214) has sequence MAAAAEPGARAWLGGGSPRPGSPACSPVLGSGGRARPGPGPGPGPERAGVRAPGPAAAPGHSFRKVTLTKPTFCHLCSDFIWGLAGFLCDVCNFMSHEKCLKHVRIPCTSVAPSLVRVPVAHCFGPRGLHKRKFCAVCRKVLEAPALHCEVCELHLHPDCVPFACSDCRQCHQDGHQDHDTHHHHWREGNLPSGARCEVCRKTCGSSDVLAGVRCEWCGVQAHSLCSAALAPECGFGRLRSLVLPPACVRLLPGGFSKTQSFRIVEAAEPGEGGDGADGSAAVGPGRETQATPESGKQTL.... Protein 2 (ENSG00000115541) has sequence MAGQAFRKFLPLFDRVLVERSAAETVTKGGIMLPEKSQGKVLQATVVAVGSGSKGKGGEIQPVSVKVGDKVLLPEYGGTKVVLDDKDYFLFRDGDILGKYVD*MGGEIQPVSVKVGDKVLLPEYGGTKVVLDDKDYFLFRDGDILGKYVD*MAGQAFRKFLPLFDRVLVERSAAETVTKGGIMLPEKSQGKVLQATVVAVGSGSKGKGGEIQPVSVKVGDKVLLPEYGGTKVVLDDKVCKLNNSKKKSDICN*. Result: 0 (the proteins do not interact). (5) Protein 2 (ENSG00000023191) has sequence MSLDIQSLDIQCEELSDARWAELLPLLQQCQVVRLDDCGLTEARCKDISSALRVNPALAELNLRSNELGDVGVHCVLQGLQTPSCKIQKLSLQNCCLTGAGCGVLSSTLRTLPTLQELHLSDNLLGDAGLQLLCEGLLDPQCRLEKLQLEYCSLSAASCEPLASVLRAKPDFKELTVSNNDINEAGVRVLCQGLKDSPCQLEALKLESCGVTSDNCRDLCGIVASKASLRELALGSNKLGDVGMAELCPGLLHPSSRLRTLWIWECGITAKGCGDLCRVLRAKESLKELSLAGNELGDEG.... Result: 0 (the proteins do not interact). Protein 1 (ENSG00000133884) has sequence MAAVVENVVKLLGEQYYKDAMEQCHNYNARLCAERSVRLPFLDSQTGVAQSNCYIWMEKRHRGPGLASGQLYSYPARRWRKKRRAHPPEDPRLSFPSIKPDTDQTLKKEGLISQDGSSLEALLRTDPLEKRGAPDPRVDDDSLGEFPVTNSRARKRILEPDDFLDDLDDEDYEEDTPKRRGKGKSKGKGVGSARKKLDASILEDRDKPYACDNSFKQKHTSKAPQRVCGKRYKNRPGLSYHYAHSHLAEEEGEDKEDSQPPTPVSQRSEEQKSKKGPDGLALPNNYCDFCLGDSKINKKT.... (6) Protein 1 (ENSG00000161082) has sequence MARLTESEARRQQQQLLQPRPSPVGSSGPEPPGGQPDGMKDLDAIKLFVGQIPRHLDEKDLKPLFEQFGRIYELTVLKDPYTGMHKGCAFLTYCARDSAIKAQTALHEQKTLPGMARPIQVKPADSESRGGRDRKLFVGMLNKQQSEEDVLRLFQPFGVIDECTVLRGPDGSSKGCAFVKFSSHTEAQAAIHALHGSQTMPGASSSLVVKFADTDKERTLRRMQQMVGQLGILTPSLTLPFSPYSAYAQALMQQQTTVLSTSGSYLSPGVAFSPCHIQQIGAVSLNGLPATPIAPASGLH.... Protein 2 (ENSG00000005483) has sequence MSIVIPLGVDTAETSYLEMAAGSEPESVEASPVVVEKSNSYPHQLYTSSSHHSHSYIGLPYADHNYGARPPPTPPASPPPSVLISKNEVGIFTTPNFDETSSATTISTSEDGSYGTDVTRCICGFTHDDGYMICCDKCSVWQHIDCMGIDRQHIPDTYLCERCQPRNLDKERAVLLQRRKRENMSDGDTSATESGDEVPVELYTAFQHTPTSITLTASRVSKVNDKRRKKSGEKEQHISKCKKAFREGSRKSSRVKGSAPEIDPSSDGSNFGWETKIKAWMDRYEEANNNQYSEGVQREA.... Result: 0 (the proteins do not interact). (7) Protein 1 (ENSG00000105755) has sequence MAEAVLRVARRQLSQRGGSGAPILLRQMFEPVSCTFTYLLGDRESREAVLIDPVLETAPRDAQLIKELGLRLLYAVNTHCHADHITGSGLLRSLLPGCQSVISRLSGAQADLHIEDGDSIRFGRFALETRASPGHTPGCVTFVLNDHSMAFTGDALLIRGCGRTDFQQGCAKTLYHSVHEKIFTLPGDCLIYPAHDYHGFTVSTVEEERTLNPRLTLSCEEFVKIMGNLNLPKPQQIDFAVPANMRCGVQTPTA*MAEAVLRVARRQLSQRGGSGAPILLRQMFEPVSCTFTYLLGDRES.... Protein 2 (ENSG00000198925) has sequence MAQFDTEYQRLEASYSDSPPGEEDLLVHVAEGSKSPWHHIENLDLFFSRVYNLHQKNGFTCMLIGEIFELMQFLFVVAFTTFLVSCVDYDILFANKMVNHSLHPTEPVKVTLPDAFLPAQVCSARIQENGSLITILVIAGVFWIHRLIKFIYNICCYWEIHSFYLHALRIPMSALPYCTWQEVQARIVQTQKEHQICIHKRELTELDIYHRILRFQNYMVALVNKSLLPLRFRLPGLGEAVFFTRGLKYNFELILFWGPGSLFLNEWSLKAEYKRGGQRLELAQRLSNRILWIGIANFLL.... Result: 1 (the proteins interact).